This data is from Catalyst prediction with 721,799 reactions and 888 catalyst types from USPTO. The task is: Predict which catalyst facilitates the given reaction. (1) Reactant: [C:1]([C:4]1[CH:19]=[CH:18][C:7]([C:8]([NH:10][CH2:11]N2C=CC=CC2)=[O:9])=[C:6]([CH3:20])[CH:5]=1)(=[O:3])[CH3:2].[Cl:21][C:22]1[CH:23]=[C:24]([C:29](=[O:34])[C:30]([F:33])([F:32])[F:31])[CH:25]=[C:26]([Cl:28])[CH:27]=1.C([N:39]([CH2:44][CH2:45][CH2:46][CH3:47])[CH2:40]CCC)CCC. Product: [Cl:21][C:22]1[CH:23]=[C:24]([C:29]([OH:34])([C:30]([F:31])([F:32])[F:33])[CH2:2][C:1]([C:4]2[CH:19]=[CH:18][C:7]([C:8]([NH:10][CH2:11][C:44]3[CH:45]=[CH:46][CH:47]=[CH:40][N:39]=3)=[O:9])=[C:6]([CH3:20])[CH:5]=2)=[O:3])[CH:25]=[C:26]([Cl:28])[CH:27]=1. The catalyst class is: 11. (2) Reactant: [CH2:1]([O:3][C:4]([N:6]1[C:15]2[C:10](=[N:11][C:12]([O:16][CH3:17])=[CH:13][CH:14]=2)[C@@H:9]([NH2:18])[CH2:8][C@H:7]1[CH3:19])=[O:5])[CH3:2].[Br:20][C:21]1[CH:22]=[N:23][C:24](Cl)=[N:25][CH:26]=1.C(N(CC)C(C)C)(C)C. Product: [CH2:1]([O:3][C:4]([N:6]1[C:15]2[C:10](=[N:11][C:12]([O:16][CH3:17])=[CH:13][CH:14]=2)[C@@H:9]([NH:18][C:24]2[N:25]=[CH:26][C:21]([Br:20])=[CH:22][N:23]=2)[CH2:8][C@H:7]1[CH3:19])=[O:5])[CH3:2]. The catalyst class is: 12.